Dataset: Full USPTO retrosynthesis dataset with 1.9M reactions from patents (1976-2016). Task: Predict the reactants needed to synthesize the given product. (1) Given the product [CH:18]1([O:1][C:2]2[CH:3]=[C:4]([C@@H:8]([NH:10][C:11](=[O:17])[O:12][C:13]([CH3:16])([CH3:15])[CH3:14])[CH3:9])[CH:5]=[CH:6][CH:7]=2)[CH2:23][CH2:22][CH2:21][CH2:20][CH2:19]1, predict the reactants needed to synthesize it. The reactants are: [OH:1][C:2]1[CH:3]=[C:4]([C@@H:8]([NH:10][C:11](=[O:17])[O:12][C:13]([CH3:16])([CH3:15])[CH3:14])[CH3:9])[CH:5]=[CH:6][CH:7]=1.[CH:18]1(O)[CH2:23][CH2:22][CH2:21][CH2:20][CH2:19]1.C1C=CC(P(C2C=CC=CC=2)C2C=CC=CC=2)=CC=1.CCOC(/N=N/C(OCC)=O)=O. (2) Given the product [Cl:1][C:2]1[CH:7]=[CH:6][C:5]([C@@H:8]([OH:9])[CH2:10][NH:31][CH2:30][CH2:29][O:28][C:24]2[CH:23]=[C:22]3[C:27]([C:19]([CH:16]([CH3:18])[CH3:17])=[N:20][NH:21]3)=[CH:26][CH:25]=2)=[CH:4][C:3]=1[NH:11][S:12]([CH3:15])(=[O:14])=[O:13].[ClH:1], predict the reactants needed to synthesize it. The reactants are: [Cl:1][C:2]1[CH:7]=[CH:6][C:5]([C@@H:8]2[CH2:10][O:9]2)=[CH:4][C:3]=1[NH:11][S:12]([CH3:15])(=[O:14])=[O:13].[CH:16]([C:19]1[C:27]2[C:22](=[CH:23][C:24]([O:28][CH2:29][CH2:30][NH2:31])=[CH:25][CH:26]=2)[NH:21][N:20]=1)([CH3:18])[CH3:17].CC(O)C.C(C1C2C(=CC(OCCN)=CC=2)NN=1)(C)C. (3) Given the product [NH2:1][C:2]1[N:6]([C:7]2[C:12]([Cl:13])=[CH:11][C:10]([C:14]([F:17])([F:16])[F:15])=[CH:9][C:8]=2[Cl:18])[N:5]=[C:32]([C:33]([NH2:27])=[O:28])[C:3]=1[S:22][C:23]([F:26])([F:25])[F:24], predict the reactants needed to synthesize it. The reactants are: [NH2:1][C:2]1[N:6]([C:7]2[C:12]([Cl:13])=[CH:11][C:10]([C:14]([F:17])([F:16])[F:15])=[CH:9][C:8]=2[Cl:18])[N:5]=C(C(O)=O)[C:3]=1[S:22][C:23]([F:26])([F:25])[F:24].[NH3:27].[O:28]1[CH2:33][CH2:32]OCC1. (4) The reactants are: [CH2:1]([N:8]1[CH2:12][CH2:11][CH:10]([NH:13][C:14]2[C:19]([C:20]#N)=[CH:18][N:17]=[C:16]3[N:22]([CH2:25][O:26][CH2:27][CH2:28][Si:29]([CH3:32])([CH3:31])[CH3:30])[CH:23]=[CH:24][C:15]=23)[CH2:9]1)[C:2]1[CH:7]=[CH:6][CH:5]=[CH:4][CH:3]=1.[H-].C([Al+]CC(C)C)C(C)C.Cl.[OH-:44].[Na+]. Given the product [CH2:1]([N:8]1[CH2:12][CH2:11][CH:10]([NH:13][C:14]2[C:19]([CH:20]=[O:44])=[CH:18][N:17]=[C:16]3[N:22]([CH2:25][O:26][CH2:27][CH2:28][Si:29]([CH3:31])([CH3:30])[CH3:32])[CH:23]=[CH:24][C:15]=23)[CH2:9]1)[C:2]1[CH:7]=[CH:6][CH:5]=[CH:4][CH:3]=1, predict the reactants needed to synthesize it. (5) Given the product [CH3:12][CH:13]1[CH2:18][CH2:17][N:16]([C:19]([O:11][C:4]2[C:3]3[C:7](=[CH:8][CH:9]=[CH:10][C:2]=3[F:1])[NH:6][N:5]=2)=[O:20])[CH2:15][CH2:14]1, predict the reactants needed to synthesize it. The reactants are: [F:1][C:2]1[CH:10]=[CH:9][CH:8]=[C:7]2[C:3]=1[C:4]([OH:11])=[N:5][NH:6]2.[CH3:12][CH:13]1[CH2:18][CH2:17][N:16]([C:19](Cl)=[O:20])[CH2:15][CH2:14]1. (6) Given the product [F:1][C:2]1[CH:7]=[CH:6][C:5]([CH2:8][C:9]2[CH:18]=[C:17]3[C:12]([C:13]([OH:35])=[C:14]([C:30]([NH:36][CH2:37][C@H:38]([OH:40])[CH3:39])=[O:31])[C:15](=[O:29])[N:16]3[CH2:19][CH2:20][CH2:21][N:22]3[CH2:27][CH2:26][CH2:25][CH2:24][C:23]3=[O:28])=[N:11][CH:10]=2)=[CH:4][CH:3]=1, predict the reactants needed to synthesize it. The reactants are: [F:1][C:2]1[CH:7]=[CH:6][C:5]([CH2:8][C:9]2[CH:18]=[C:17]3[C:12]([C:13]([OH:35])=[C:14]([C:30](OCC)=[O:31])[C:15](=[O:29])[N:16]3[CH2:19][CH2:20][CH2:21][N:22]3[CH2:27][CH2:26][CH2:25][CH2:24][C:23]3=[O:28])=[N:11][CH:10]=2)=[CH:4][CH:3]=1.[NH2:36][CH2:37][C@H:38]([OH:40])[CH3:39]. (7) Given the product [F:10][C:4]1[CH:3]=[C:2]([CH:7]=[CH:6][C:5]=1[CH2:8][OH:9])[C:11]#[N:12], predict the reactants needed to synthesize it. The reactants are: Br[C:2]1[CH:7]=[CH:6][C:5]([CH2:8][OH:9])=[C:4]([F:10])[CH:3]=1.[C:11]([Zn]C#N)#[N:12].